From a dataset of Catalyst prediction with 721,799 reactions and 888 catalyst types from USPTO. Predict which catalyst facilitates the given reaction. (1) Reactant: [CH:1]([N:3]([CH2:12][C@@H:13]([CH2:24][CH2:25][CH2:26][CH2:27][CH3:28])[C:14]([N:16]1[C@H:20]([C:21](O)=[O:22])[CH2:19][CH:18]=[N:17]1)=[O:15])[O:4][CH2:5][C:6]1[CH:11]=[CH:10][CH:9]=[CH:8][CH:7]=1)=[O:2].[F:29][C:30]1[CH:31]=[CH:32][C:33]([NH2:36])=[N:34][CH:35]=1.CN1CCOCC1.ClC1N=C(OC)N=C(OC)N=1. Product: [F:29][C:30]1[CH:31]=[CH:32][C:33]([NH:36][C:21]([C@H:20]2[N:16]([C:14](=[O:15])[C@@H:13]([CH2:12][N:3]([CH:1]=[O:2])[O:4][CH2:5][C:6]3[CH:11]=[CH:10][CH:9]=[CH:8][CH:7]=3)[CH2:24][CH2:25][CH2:26][CH2:27][CH3:28])[N:17]=[CH:18][CH2:19]2)=[O:22])=[N:34][CH:35]=1. The catalyst class is: 10. (2) Reactant: [Br:1][C:2]1[CH:3]=[C:4]2[C:9](=[CH:10][CH:11]=1)[NH:8][C:7](=[O:12])[CH2:6][C:5]2([CH3:14])[CH3:13].C(=O)([O-])[O-].[Cs+].[Cs+].[C:21]([O:27][CH2:28]I)(=[O:26])[C:22]([CH3:25])([CH3:24])[CH3:23].O. Product: [CH3:23][C:22]([CH3:25])([CH3:24])[C:21]([O:27][CH2:28][N:8]1[C:9]2[C:4](=[CH:3][C:2]([Br:1])=[CH:11][CH:10]=2)[C:5]([CH3:14])([CH3:13])[CH2:6][C:7]1=[O:12])=[O:26]. The catalyst class is: 3. (3) Reactant: C([O:8][C:9]([NH:11][C@H:12]([C:20]([OH:22])=O)[CH2:13][C:14]1[CH:19]=[CH:18][CH:17]=[CH:16][CH:15]=1)=O)C1C=CC=CC=1.COC(=O)[CH2:26][NH2:27]. Product: [CH2:13]([C@@H:12]1[NH:11][C:9](=[O:8])[CH2:26][NH:27][C:20]1=[O:22])[C:14]1[CH:19]=[CH:18][CH:17]=[CH:16][CH:15]=1. The catalyst class is: 19. (4) Reactant: [CH2:1]([N:8]1[C:25]([CH3:26])=[C:11]2[C:12](=[O:24])[NH:13][C:14]3[CH:15]=[C:16]4[CH2:23][CH2:22][CH2:21][CH2:20][C:17]4=[CH:18][C:19]=3[C:10]2=[N:9]1)[C:2]1[CH:7]=[CH:6][CH:5]=[CH:4][CH:3]=1.C(=O)([O-])[O-].[Cs+].[Cs+].[C:33]([O:37][C:38](=[O:44])[NH:39][CH2:40][CH2:41][CH2:42]Br)([CH3:36])([CH3:35])[CH3:34]. Product: [CH2:1]([N:8]1[C:25]([CH3:26])=[C:11]2[C:12](=[O:24])[N:13]([CH2:42][CH2:41][CH2:40][NH:39][C:38](=[O:44])[O:37][C:33]([CH3:36])([CH3:35])[CH3:34])[C:14]3[CH:15]=[C:16]4[CH2:23][CH2:22][CH2:21][CH2:20][C:17]4=[CH:18][C:19]=3[C:10]2=[N:9]1)[C:2]1[CH:3]=[CH:4][CH:5]=[CH:6][CH:7]=1. The catalyst class is: 3. (5) Reactant: [NH2:1][CH2:2][CH2:3][C@H:4]([N:6]1[CH2:11][CH2:10][CH:9]([N:12]([CH2:23][C:24]2[CH:25]=[N:26][CH:27]=[CH:28][C:29]=2[CH3:30])[C:13]2[CH:14]=[N:15][C:16]([C:19]([F:22])([F:21])[F:20])=[CH:17][CH:18]=2)[CH2:8][CH2:7]1)[CH3:5].CCN=C=NCCCN(C)C.C1C=CC2N(O)N=NC=2C=1.Cl.[Cl:53][C:54]1[CH:62]=[C:61]([CH3:63])[C:57]([C:58](O)=[O:59])=[C:56]([CH3:64])[N:55]=1.CCN(C(C)C)C(C)C. Product: [Cl:53][C:54]1[CH:62]=[C:61]([CH3:63])[C:57]([C:58]([NH:1][CH2:2][CH2:3][C@H:4]([N:6]2[CH2:11][CH2:10][CH:9]([N:12]([CH2:23][C:24]3[CH:25]=[N:26][CH:27]=[CH:28][C:29]=3[CH3:30])[C:13]3[CH:14]=[N:15][C:16]([C:19]([F:22])([F:21])[F:20])=[CH:17][CH:18]=3)[CH2:8][CH2:7]2)[CH3:5])=[O:59])=[C:56]([CH3:64])[N:55]=1. The catalyst class is: 3. (6) Reactant: IC.[CH3:3][O:4][C:5]1[CH:10]=[CH:9][C:8]([C:11]#[C:12][C:13]2([C:16]([OH:18])=[O:17])[CH2:15][CH2:14]2)=[CH:7][CH:6]=1.[CH:19]1(C#CC2C=CC(OC)=CC=2C(O)=O)CC1.C(=O)([O-])[O-].[K+].[K+]. Product: [CH3:19][O:17][C:16]([C:13]1([C:12]#[C:11][C:8]2[CH:7]=[CH:6][C:5]([O:4][CH3:3])=[CH:10][CH:9]=2)[CH2:14][CH2:15]1)=[O:18]. The catalyst class is: 215.